Dataset: Catalyst prediction with 721,799 reactions and 888 catalyst types from USPTO. Task: Predict which catalyst facilitates the given reaction. (1) Reactant: N1C(C)=CC=CC=1C.[Br:9][C:10]1[CH:11]=[C:12]([CH2:16][CH2:17][NH2:18])[CH:13]=[CH:14][CH:15]=1.[O:19](C(C(F)(F)F)=O)[C:20]([C:22]([F:25])([F:24])[F:23])=O.C([O-])(O)=O.[Na+]. Product: [Br:9][C:10]1[CH:11]=[C:12]([CH:13]=[CH:14][CH:15]=1)[CH2:16][CH2:17][NH:18][C:20](=[O:19])[C:22]([F:25])([F:24])[F:23]. The catalyst class is: 2. (2) Reactant: [Br:1][C:2]1[CH:3]=[C:4]2[C:9](=[CH:10][CH:11]=1)[NH:8][C:7](=[S:12])[N:6]([C:13]1[CH:18]=[CH:17][CH:16]=[CH:15][C:14]=1[Br:19])[C:5]2=[O:20].[C:21]([O-])([O-])=O.[K+].[K+].CI. Product: [Br:1][C:2]1[CH:3]=[C:4]2[C:9](=[CH:10][CH:11]=1)[N:8]=[C:7]([S:12][CH3:21])[N:6]([C:13]1[CH:18]=[CH:17][CH:16]=[CH:15][C:14]=1[Br:19])[C:5]2=[O:20]. The catalyst class is: 3. (3) Product: [NH2:1][C:2]1[CH:3]=[C:4]([CH:15]=[C:16]([C:20]#[C:19][Si:21]([CH:22]([CH3:24])[CH3:23])([CH:28]([CH3:30])[CH3:29])[CH:25]([CH3:27])[CH3:26])[CH:17]=1)[C:5]([NH:7][CH2:8][CH2:9][O:10][CH2:11][CH2:12][O:13][CH3:14])=[O:6]. Reactant: [NH2:1][C:2]1[CH:3]=[C:4]([CH:15]=[C:16](Br)[CH:17]=1)[C:5]([NH:7][CH2:8][CH2:9][O:10][CH2:11][CH2:12][O:13][CH3:14])=[O:6].[C:19]([Si:21]([CH:28]([CH3:30])[CH3:29])([CH:25]([CH3:27])[CH3:26])[CH:22]([CH3:24])[CH3:23])#[CH:20].CCN(CC)CC. The catalyst class is: 555. (4) Reactant: [CH2:1]=[C:2]([C:4]1[CH:5]=[C:6]([C:10]([NH:13][C:14](=[O:23])[O:15][C@H:16]2[C@@H:21]3[CH2:22][N:18]([CH2:19][CH2:20]3)[CH2:17]2)([CH3:12])[CH3:11])[CH:7]=[CH:8][CH:9]=1)[CH3:3]. Product: [N:18]12[CH2:22][C@H:21]([CH2:20][CH2:19]1)[C@H:16]([O:15][C:14](=[O:23])[NH:13][C:10]([C:6]1[CH:7]=[CH:8][CH:9]=[C:4]([CH:2]([CH3:1])[CH3:3])[CH:5]=1)([CH3:12])[CH3:11])[CH2:17]2. The catalyst class is: 45. (5) Reactant: O.[OH-].[Li+].C[O:5][C:6](=[O:34])[CH2:7][C:8]1[C:17]([CH3:18])=[C:16]([C:19]2[CH:24]=[CH:23][C:22]([S:25](=[O:32])(=[O:31])[N:26]([CH2:29][CH3:30])[CH2:27][CH3:28])=[CH:21][CH:20]=2)[C:15]2[C:10](=[CH:11][CH:12]=[C:13]([F:33])[CH:14]=2)[CH:9]=1.C1COCC1.O. Product: [CH2:29]([N:26]([CH2:27][CH3:28])[S:25]([C:22]1[CH:23]=[CH:24][C:19]([C:16]2[C:15]3[C:10](=[CH:11][CH:12]=[C:13]([F:33])[CH:14]=3)[CH:9]=[C:8]([CH2:7][C:6]([OH:34])=[O:5])[C:17]=2[CH3:18])=[CH:20][CH:21]=1)(=[O:31])=[O:32])[CH3:30]. The catalyst class is: 81.